Regression. Given two drug SMILES strings and cell line genomic features, predict the synergy score measuring deviation from expected non-interaction effect. From a dataset of NCI-60 drug combinations with 297,098 pairs across 59 cell lines. (1) Drug 1: CS(=O)(=O)OCCCCOS(=O)(=O)C. Drug 2: C(CN)CNCCSP(=O)(O)O. Cell line: OVCAR-5. Synergy scores: CSS=10.7, Synergy_ZIP=-2.19, Synergy_Bliss=0.791, Synergy_Loewe=-4.07, Synergy_HSA=-0.463. (2) Drug 1: C1CCN(CC1)CCOC2=CC=C(C=C2)C(=O)C3=C(SC4=C3C=CC(=C4)O)C5=CC=C(C=C5)O. Cell line: OVCAR-8. Drug 2: CCCS(=O)(=O)NC1=C(C(=C(C=C1)F)C(=O)C2=CNC3=C2C=C(C=N3)C4=CC=C(C=C4)Cl)F. Synergy scores: CSS=11.3, Synergy_ZIP=-2.12, Synergy_Bliss=0.118, Synergy_Loewe=-2.23, Synergy_HSA=-2.16. (3) Drug 1: CC1=C2C(C(=O)C3(C(CC4C(C3C(C(C2(C)C)(CC1OC(=O)C(C(C5=CC=CC=C5)NC(=O)OC(C)(C)C)O)O)OC(=O)C6=CC=CC=C6)(CO4)OC(=O)C)O)C)O. Drug 2: C1CN1C2=NC(=NC(=N2)N3CC3)N4CC4. Cell line: OVCAR-5. Synergy scores: CSS=58.1, Synergy_ZIP=-1.94, Synergy_Bliss=-4.99, Synergy_Loewe=-9.94, Synergy_HSA=-2.08. (4) Drug 1: C1CN1P(=S)(N2CC2)N3CC3. Drug 2: CCN(CC)CCNC(=O)C1=C(NC(=C1C)C=C2C3=C(C=CC(=C3)F)NC2=O)C. Cell line: NCI-H226. Synergy scores: CSS=2.84, Synergy_ZIP=1.95, Synergy_Bliss=3.88, Synergy_Loewe=-2.33, Synergy_HSA=-1.94. (5) Drug 1: CC12CCC3C(C1CCC2=O)CC(=C)C4=CC(=O)C=CC34C. Drug 2: C1=C(C(=O)NC(=O)N1)N(CCCl)CCCl. Cell line: SW-620. Synergy scores: CSS=30.6, Synergy_ZIP=-3.61, Synergy_Bliss=-1.37, Synergy_Loewe=-7.50, Synergy_HSA=-1.06. (6) Drug 1: CC(CN1CC(=O)NC(=O)C1)N2CC(=O)NC(=O)C2. Drug 2: CC1C(C(CC(O1)OC2CC(CC3=C2C(=C4C(=C3O)C(=O)C5=C(C4=O)C(=CC=C5)OC)O)(C(=O)C)O)N)O.Cl. Cell line: HL-60(TB). Synergy scores: CSS=81.5, Synergy_ZIP=13.8, Synergy_Bliss=14.5, Synergy_Loewe=12.1, Synergy_HSA=16.1. (7) Drug 1: CCC1=CC2CC(C3=C(CN(C2)C1)C4=CC=CC=C4N3)(C5=C(C=C6C(=C5)C78CCN9C7C(C=CC9)(C(C(C8N6C)(C(=O)OC)O)OC(=O)C)CC)OC)C(=O)OC.C(C(C(=O)O)O)(C(=O)O)O. Drug 2: C(CN)CNCCSP(=O)(O)O. Cell line: OVCAR-5. Synergy scores: CSS=43.9, Synergy_ZIP=0.859, Synergy_Bliss=2.78, Synergy_Loewe=-45.2, Synergy_HSA=0.925. (8) Drug 1: C1=C(C(=O)NC(=O)N1)F. Drug 2: C1C(C(OC1N2C=NC3=C2NC=NCC3O)CO)O. Cell line: PC-3. Synergy scores: CSS=39.1, Synergy_ZIP=2.08, Synergy_Bliss=-0.140, Synergy_Loewe=-3.61, Synergy_HSA=0.652. (9) Drug 1: C1=CC=C(C=C1)NC(=O)CCCCCCC(=O)NO. Drug 2: CC1CCC2CC(C(=CC=CC=CC(CC(C(=O)C(C(C(=CC(C(=O)CC(OC(=O)C3CCCCN3C(=O)C(=O)C1(O2)O)C(C)CC4CCC(C(C4)OC)OP(=O)(C)C)C)C)O)OC)C)C)C)OC. Cell line: HCT116. Synergy scores: CSS=48.3, Synergy_ZIP=3.27, Synergy_Bliss=1.88, Synergy_Loewe=2.48, Synergy_HSA=2.15. (10) Drug 1: C(CC(=O)O)C(=O)CN.Cl. Drug 2: CCC1(C2=C(COC1=O)C(=O)N3CC4=CC5=C(C=CC(=C5CN(C)C)O)N=C4C3=C2)O.Cl. Cell line: MALME-3M. Synergy scores: CSS=9.23, Synergy_ZIP=-5.52, Synergy_Bliss=-0.256, Synergy_Loewe=-4.18, Synergy_HSA=-2.91.